From a dataset of Reaction yield outcomes from USPTO patents with 853,638 reactions. Predict the reaction yield, written as a fraction of the theoretical maximum amount of product (1.0 means a 100% yield; for example, 0.34 means a 34% yield). (1) The reactants are Cl[C:2]1[C:3]([C:12]([F:15])([F:14])[F:13])=[CH:4][C:5]([N+:9]([O-:11])=[O:10])=[C:6]([NH2:8])[CH:7]=1.CN(C=O)C.[CH3:21][S-:22].[Na+].O. The catalyst is [Cl-].[Na+].O. The product is [CH3:21][S:22][C:2]1[C:3]([C:12]([F:15])([F:14])[F:13])=[CH:4][C:5]([N+:9]([O-:11])=[O:10])=[C:6]([NH2:8])[CH:7]=1. The yield is 0.950. (2) The reactants are C(N(CC)C(C)C)(C)C.[NH2:10][C:11]1[CH:16]=[CH:15][C:14]([N:17]2[CH2:22][CH2:21][O:20][CH2:19][C:18]2=[O:23])=[CH:13][CH:12]=1.Cl[C:25]([O:27][CH3:28])=[O:26]. The catalyst is C(Cl)Cl. The product is [O:23]=[C:18]1[CH2:19][O:20][CH2:21][CH2:22][N:17]1[C:14]1[CH:13]=[CH:12][C:11]([NH:10][C:25](=[O:26])[O:27][CH3:28])=[CH:16][CH:15]=1. The yield is 0.950. (3) The reactants are [CH3:1][C:2]1([CH3:29])[O:7][CH2:6][CH:5]([CH2:8][O:9][C:10]2[C:15]([CH3:16])=[CH:14][N:13]=[C:12]([CH2:17][S:18][C:19]3[NH:23][C:22]4[CH:24]=[CH:25][CH:26]=[CH:27][C:21]=4[N:20]=3)[C:11]=2[CH3:28])[CH2:4][O:3]1.C(N(CC)C(C)C)(C)C.[O-]O.C1(C(C)C)C=CC=CC=1.C(=O)([O-])[OH:51].[Na+].S([O-])([O-])(=O)=S.[Na+].[Na+]. The catalyst is C1(C)C=CC=CC=1.[O-]CCCC.[O-]CCCC.[O-]CCCC.[O-]CCCC.[Hf+4]. The product is [CH3:1][C:2]1([CH3:29])[O:3][CH2:4][CH:5]([CH2:8][O:9][C:10]2[C:15]([CH3:16])=[CH:14][N:13]=[C:12]([CH2:17][S:18]([C:19]3[NH:20][C:21]4[CH:27]=[CH:26][CH:25]=[CH:24][C:22]=4[N:23]=3)=[O:51])[C:11]=2[CH3:28])[CH2:6][O:7]1. The yield is 0.400. (4) The reactants are [N+:1]([C:4]1[CH:5]=[C:6]2[C:10](=[CH:11][CH:12]=1)[NH:9][C:8]([CH:13]([CH3:19])[C:14]([O:16][CH2:17][CH3:18])=[O:15])=[CH:7]2)([O-])=O.O.O.[Sn](Cl)(Cl)(Cl)Cl. The catalyst is C(O)C.C(OCC)(=O)C.O.C([O-])(O)=O.[Na+]. The product is [NH2:1][C:4]1[CH:5]=[C:6]2[C:10](=[CH:11][CH:12]=1)[NH:9][C:8]([CH:13]([CH3:19])[C:14]([O:16][CH2:17][CH3:18])=[O:15])=[CH:7]2. The yield is 0.990. (5) The reactants are C(O)(=O)C(C)(C)C.C(=O)([O-])[O-].[K+].[K+].Br[C:15]1[CH:33]=[CH:32][C:31]([Cl:34])=[CH:30][C:16]=1[CH2:17][O:18][C:19]1[CH:28]=[CH:27][CH:26]=[C:25]2[C:20]=1[CH2:21][CH2:22][CH2:23][C:24]2=[O:29]. The catalyst is CC(N(C)C)=O.C([O-])(=O)C(C)(C)C.[Pd+2].C([O-])(=O)C(C)(C)C.FC1C=CC(P(C2C=CC(F)=CC=2)C2C=CC(F)=CC=2)=CC=1. The product is [Cl:34][C:31]1[CH:32]=[CH:33][C:15]2[C:28]3[C:19](=[C:20]4[CH2:21][CH2:22][CH2:23][C:24](=[O:29])[C:25]4=[CH:26][CH:27]=3)[O:18][CH2:17][C:16]=2[CH:30]=1. The yield is 0.970. (6) The yield is 0.390. The reactants are [CH3:1][O:2][C:3]([NH:5][C@H:6]([C:10]([N:12]1[C@@H:16]([CH3:17])[CH2:15][CH2:14][C@H:13]1[C:18]1[NH:22][C:21]2[C:23]3[C:28]([CH:29]=[CH:30][C:20]=2[N:19]=1)=[CH:27][C:26]1[C:31]2[C:36]([CH2:37][O:38][C:25]=1[CH:24]=3)=[CH:35][C:34]([C:39]1[NH:43][C:42]([C@@H:44]3[CH2:48][C@H:47]([CH2:49][O:50][CH3:51])[CH2:46][N:45]3[C:52]([O:54]C(C)(C)C)=O)=[N:41][CH:40]=1)=[CH:33][CH:32]=2)=[O:11])[CH:7]([CH3:9])[CH3:8])=[O:4].[CH3:59][O:60][C:61]([NH:63][C@H:64]([C:68]1[CH:73]=[CH:72][CH:71]=[CH:70][CH:69]=1)C(O)=O)=[O:62].CCOC(C(C#N)=NOC(N1CCOCC1)=[N+](C)C)=O.F[P-](F)(F)(F)(F)F.C(N(C(C)C)CC)(C)C. The catalyst is Cl.CCO. The product is [CH3:59][O:60][C:61]([NH:63][C@H:64]([C:68]1[CH:73]=[CH:72][CH:71]=[CH:70][CH:69]=1)[C:52]([N:45]1[CH2:46][C@@H:47]([CH2:49][O:50][CH3:51])[CH2:48][C@H:44]1[C:42]1[NH:43][C:39]([C:34]2[CH:35]=[C:36]3[CH2:37][O:38][C:25]4[CH:24]=[C:23]5[C:28]([CH:29]=[CH:30][C:20]6[N:19]=[C:18]([C@@H:13]7[CH2:14][CH2:15][C@H:16]([CH3:17])[N:12]7[C:10](=[O:11])[C@@H:6]([NH:5][C:3](=[O:4])[O:2][CH3:1])[CH:7]([CH3:9])[CH3:8])[NH:22][C:21]=65)=[CH:27][C:26]=4[C:31]3=[CH:32][CH:33]=2)=[CH:40][N:41]=1)=[O:54])=[O:62]. (7) The reactants are [C:1]([O:5][C:6]([NH:8][C@@H:9]([CH2:13][NH:14][C:15]1[CH:20]=[CH:19][CH:18]=[CH:17][C:16]=1[N+:21]([O-])=O)[C:10]([OH:12])=O)=[O:7])([CH3:4])([CH3:3])[CH3:2].C(OC(N[C@@H:32](CN)[C:33]([OH:35])=[O:34])=O)(C)(C)C.F[C:39]1C=CC=CC=1[N+]([O-])=O.C([O-])(O)=O.[Na+]. The catalyst is O.CN(C=O)C. The product is [CH3:39][O:35][C:33](=[O:34])[CH2:32][N:21]1[C:16]2[CH:17]=[CH:18][CH:19]=[CH:20][C:15]=2[NH:14][CH2:13][C@H:9]([NH:8][C:6]([O:5][C:1]([CH3:2])([CH3:3])[CH3:4])=[O:7])[C:10]1=[O:12]. The yield is 0.830. (8) The reactants are C[O:2][C:3]1[CH:12]=[CH:11][C:6]2[CH:7]=[C:8]([CH3:10])[O:9][C:5]=2[CH:4]=1.B(Br)(Br)Br.C([O-])(O)=O.[Na+]. The catalyst is C(Cl)Cl. The product is [OH:2][C:3]1[CH:12]=[CH:11][C:6]2[CH:7]=[C:8]([CH3:10])[O:9][C:5]=2[CH:4]=1. The yield is 0.540.